Dataset: Forward reaction prediction with 1.9M reactions from USPTO patents (1976-2016). Task: Predict the product of the given reaction. (1) Given the reactants [Cl-].[Li+].C([Mg]Cl)(C)C.I[C:9]1[CH:19]=[CH:18][C:12]([C:13]([O:15][CH2:16][CH3:17])=[O:14])=[CH:11][CH:10]=1.[CH:20](=[O:24])[CH2:21][CH2:22][CH3:23].C(N(CC)CC)C, predict the reaction product. The product is: [C:20]([C:9]1[CH:19]=[CH:18][C:12]([C:13]([O:15][CH2:16][CH3:17])=[O:14])=[CH:11][CH:10]=1)(=[O:24])[CH2:21][CH2:22][CH3:23]. (2) Given the reactants [C:1]([C:5]1[CH:10]=[CH:9][C:8](/[C:11](/[C:16]2[CH:21]=[CH:20][C:19]([Cl:22])=[C:18]([O:23][CH3:24])[N:17]=2)=[CH:12]\[CH2:13][C:14]#[N:15])=[CH:7][CH:6]=1)([CH3:4])([CH3:3])[CH3:2].[NH2:25][OH:26].[CH:27]([OH:30])(C)C, predict the reaction product. The product is: [C:1]([C:5]1[CH:10]=[CH:9][C:8](/[C:11](/[C:16]2[CH:21]=[CH:20][C:19]([Cl:22])=[C:18]([O:23][CH3:24])[N:17]=2)=[CH:12]\[CH2:13][C:14]2[NH:25][O:26][C:27](=[O:30])[N:15]=2)=[CH:7][CH:6]=1)([CH3:4])([CH3:2])[CH3:3]. (3) Given the reactants Cl[C:2]1[N:10]=[CH:9][CH:8]=[CH:7][C:3]=1[C:4]([OH:6])=[O:5].[NH2:11][C:12]1[CH:13]=[C:14]2[C:19](=[CH:20][CH:21]=1)[N:18]=[CH:17][CH:16]=[CH:15]2, predict the reaction product. The product is: [N:18]1[C:19]2[C:14](=[CH:13][C:12]([NH:11][C:2]3[C:3]([C:4]([OH:6])=[O:5])=[CH:7][CH:8]=[CH:9][N:10]=3)=[CH:21][CH:20]=2)[CH:15]=[CH:16][CH:17]=1. (4) Given the reactants [C:1]([CH2:3][C:4]1([N:21]2[CH:25]=[CH:24][C:23]([C:26]3[C:27]4[CH:34]=[CH:33][N:32]([CH2:35][O:36][CH2:37][CH2:38][Si:39]([CH3:42])([CH3:41])[CH3:40])[C:28]=4[N:29]=[CH:30][N:31]=3)=[CH:22]2)[CH2:7][N:6]([CH:8]2[CH2:13][CH2:12][N:11](C(OC(C)(C)C)=O)[CH2:10][CH2:9]2)[CH2:5]1)#[N:2].[ClH:43], predict the reaction product. The product is: [ClH:43].[ClH:43].[ClH:43].[NH:11]1[CH2:12][CH2:13][CH:8]([N:6]2[CH2:5][C:4]([CH2:3][C:1]#[N:2])([N:21]3[CH:25]=[CH:24][C:23]([C:26]4[C:27]5[CH:34]=[CH:33][N:32]([CH2:35][O:36][CH2:37][CH2:38][Si:39]([CH3:40])([CH3:42])[CH3:41])[C:28]=5[N:29]=[CH:30][N:31]=4)=[CH:22]3)[CH2:7]2)[CH2:9][CH2:10]1. (5) Given the reactants [F:1][C:2]1([F:14])[CH2:7][CH2:6][CH:5]([C:8]([CH3:13])([CH3:12])C(O)=O)[CH2:4][CH2:3]1.C1C=CC(P([N:29]=[N+]=[N-])(C2C=CC=CC=2)=O)=CC=1.[Cl:32][C:33]1[CH:34]=[C:35]([C:40]2[C:48]([C:49]([NH2:51])=[O:50])=[C:43]3[CH2:44][NH:45][CH2:46][CH2:47][N:42]3[N:41]=2)[CH:36]=[CH:37][C:38]=1[F:39].C1[CH2:56][O:55]CC1, predict the reaction product. The product is: [Cl:32][C:33]1[CH:34]=[C:35]([C:40]2[C:48]([C:49]([NH2:51])=[O:50])=[C:43]3[CH2:44][N:45]([C:56]([NH:29][C:8]([CH:5]4[CH2:4][CH2:3][C:2]([F:1])([F:14])[CH2:7][CH2:6]4)([CH3:12])[CH3:13])=[O:55])[CH2:46][CH2:47][N:42]3[N:41]=2)[CH:36]=[CH:37][C:38]=1[F:39]. (6) Given the reactants [CH3:1][O:2][C:3]1[CH:8]=[CH:7][C:6]([CH:9]2[C:17]3[C:12](=[CH:13][CH:14]=[CH:15][CH:16]=3)[CH:11]([C:18]3[CH:23]=[CH:22][C:21]4[O:24][CH2:25][O:26][C:20]=4[CH:19]=3)[CH:10]2[C:27]([O:29]CC)=[O:28])=[CH:5][CH:4]=1.COC1C=CC(C2C3C(=CC=CC=3)C(C3C=CC4OCOC=4C=3)=C2C(OCC)=O)=CC=1, predict the reaction product. The product is: [CH3:1][O:2][C:3]1[CH:8]=[CH:7][C:6]([CH:9]2[C:17]3[C:12](=[CH:13][CH:14]=[CH:15][CH:16]=3)[CH:11]([C:18]3[CH:23]=[CH:22][C:21]4[O:24][CH2:25][O:26][C:20]=4[CH:19]=3)[CH:10]2[C:27]([OH:29])=[O:28])=[CH:5][CH:4]=1. (7) Given the reactants [Cl:1][C:2](=[CH2:13])[CH2:3][C:4]1([C:9]([O:11]C)=[O:10])[CH2:8][CH2:7][CH2:6][CH2:5]1.[OH-].[Na+], predict the reaction product. The product is: [Cl:1][C:2](=[CH2:13])[CH2:3][C:4]1([C:9]([OH:11])=[O:10])[CH2:8][CH2:7][CH2:6][CH2:5]1. (8) The product is: [Br:1][C:2]1[CH:24]=[N:23][C:5]2[N:6]=[CH:7][N:8]([NH:11][C:31]3[CH:32]=[C:33]([CH:36]=[CH:37][C:30]=3[S:27]([CH2:25][CH3:26])(=[O:28])=[O:29])[C:34]#[N:35])[C:9](=[O:10])[C:4]=2[CH:3]=1. Given the reactants [Br:1][C:2]1[CH:24]=[N:23][C:5]2[N:6]=[CH:7][N:8]([NH:11]C3C=C(C=CC=3SCC)C#N)[C:9](=[O:10])[C:4]=2[CH:3]=1.[CH2:25]([S:27]([C:30]1[CH:37]=[CH:36][C:33]([C:34]#[N:35])=[CH:32][C:31]=1C)(=[O:29])=[O:28])[CH3:26], predict the reaction product.